This data is from NCI-60 drug combinations with 297,098 pairs across 59 cell lines. The task is: Regression. Given two drug SMILES strings and cell line genomic features, predict the synergy score measuring deviation from expected non-interaction effect. (1) Drug 1: C1=CC(=C2C(=C1NCCNCCO)C(=O)C3=C(C=CC(=C3C2=O)O)O)NCCNCCO. Drug 2: CC1=C(C=C(C=C1)C(=O)NC2=CC(=CC(=C2)C(F)(F)F)N3C=C(N=C3)C)NC4=NC=CC(=N4)C5=CN=CC=C5. Cell line: EKVX. Synergy scores: CSS=30.5, Synergy_ZIP=6.90, Synergy_Bliss=8.30, Synergy_Loewe=-9.73, Synergy_HSA=6.17. (2) Drug 1: CC(C1=C(C=CC(=C1Cl)F)Cl)OC2=C(N=CC(=C2)C3=CN(N=C3)C4CCNCC4)N. Drug 2: CS(=O)(=O)C1=CC(=C(C=C1)C(=O)NC2=CC(=C(C=C2)Cl)C3=CC=CC=N3)Cl. Cell line: SF-295. Synergy scores: CSS=20.8, Synergy_ZIP=-1.62, Synergy_Bliss=4.04, Synergy_Loewe=-21.1, Synergy_HSA=4.97. (3) Drug 1: C1CCN(CC1)CCOC2=CC=C(C=C2)C(=O)C3=C(SC4=C3C=CC(=C4)O)C5=CC=C(C=C5)O. Drug 2: C1C(C(OC1N2C=C(C(=O)NC2=O)F)CO)O. Cell line: NCIH23. Synergy scores: CSS=15.2, Synergy_ZIP=-8.95, Synergy_Bliss=-2.57, Synergy_Loewe=-24.2, Synergy_HSA=-4.50. (4) Drug 1: CCC1=CC2CC(C3=C(CN(C2)C1)C4=CC=CC=C4N3)(C5=C(C=C6C(=C5)C78CCN9C7C(C=CC9)(C(C(C8N6C)(C(=O)OC)O)OC(=O)C)CC)OC)C(=O)OC.C(C(C(=O)O)O)(C(=O)O)O. Drug 2: CC1=C(C=C(C=C1)C(=O)NC2=CC(=CC(=C2)C(F)(F)F)N3C=C(N=C3)C)NC4=NC=CC(=N4)C5=CN=CC=C5. Cell line: SK-MEL-28. Synergy scores: CSS=22.6, Synergy_ZIP=0.978, Synergy_Bliss=1.29, Synergy_Loewe=-16.3, Synergy_HSA=-1.61. (5) Drug 1: C1=CC(=CC=C1C#N)C(C2=CC=C(C=C2)C#N)N3C=NC=N3. Drug 2: CCC1(C2=C(COC1=O)C(=O)N3CC4=CC5=C(C=CC(=C5CN(C)C)O)N=C4C3=C2)O.Cl. Cell line: HCT-15. Synergy scores: CSS=24.7, Synergy_ZIP=9.67, Synergy_Bliss=7.34, Synergy_Loewe=-27.6, Synergy_HSA=-1.20. (6) Drug 1: CS(=O)(=O)C1=CC(=C(C=C1)C(=O)NC2=CC(=C(C=C2)Cl)C3=CC=CC=N3)Cl. Drug 2: CC1=C2C(C(=O)C3(C(CC4C(C3C(C(C2(C)C)(CC1OC(=O)C(C(C5=CC=CC=C5)NC(=O)OC(C)(C)C)O)O)OC(=O)C6=CC=CC=C6)(CO4)OC(=O)C)OC)C)OC. Cell line: NCI/ADR-RES. Synergy scores: CSS=34.1, Synergy_ZIP=10.9, Synergy_Bliss=16.2, Synergy_Loewe=14.9, Synergy_HSA=16.6. (7) Drug 1: CCN(CC)CCNC(=O)C1=C(NC(=C1C)C=C2C3=C(C=CC(=C3)F)NC2=O)C. Drug 2: C1CN(P(=O)(OC1)NCCCl)CCCl. Cell line: NCIH23. Synergy scores: CSS=8.35, Synergy_ZIP=2.43, Synergy_Bliss=-0.979, Synergy_Loewe=-6.50, Synergy_HSA=-0.587. (8) Drug 2: C(CCl)NC(=O)N(CCCl)N=O. Synergy scores: CSS=-2.14, Synergy_ZIP=-1.30, Synergy_Bliss=-4.39, Synergy_Loewe=-4.66, Synergy_HSA=-4.08. Drug 1: CN1CCC(CC1)COC2=C(C=C3C(=C2)N=CN=C3NC4=C(C=C(C=C4)Br)F)OC. Cell line: SF-295. (9) Drug 1: C1CCN(CC1)CCOC2=CC=C(C=C2)C(=O)C3=C(SC4=C3C=CC(=C4)O)C5=CC=C(C=C5)O. Cell line: UO-31. Synergy scores: CSS=12.6, Synergy_ZIP=-4.43, Synergy_Bliss=-3.36, Synergy_Loewe=-0.428, Synergy_HSA=-0.392. Drug 2: C1CC(C1)(C(=O)O)C(=O)O.[NH2-].[NH2-].[Pt+2].